This data is from Forward reaction prediction with 1.9M reactions from USPTO patents (1976-2016). The task is: Predict the product of the given reaction. (1) The product is: [CH3:35][C:31]1([CH3:36])[CH2:30][CH2:29][C:28]([CH3:37])([CH3:38])[C:27]2[CH:26]=[C:25]([C:23]3[N:22]=[CH:21][N:20]=[C:19]([N:16]4[CH2:15][CH2:14][CH:13]([N:10]5[CH2:11][CH2:12][CH:8]([NH2:7])[CH2:9]5)[CH2:18][CH2:17]4)[N:24]=3)[CH:34]=[CH:33][C:32]1=2. Given the reactants C(OC(=O)[NH:7][CH:8]1[CH2:12][CH2:11][N:10]([CH:13]2[CH2:18][CH2:17][N:16]([C:19]3[N:24]=[C:23]([C:25]4[CH:34]=[CH:33][C:32]5[C:31]([CH3:36])([CH3:35])[CH2:30][CH2:29][C:28]([CH3:38])([CH3:37])[C:27]=5[CH:26]=4)[N:22]=[CH:21][N:20]=3)[CH2:15][CH2:14]2)[CH2:9]1)(C)(C)C.Cl, predict the reaction product. (2) Given the reactants [CH2:1]([O:3][C:4]([C:6]1[CH:10]=[C:9]([CH:11]2[CH2:16][CH2:15][CH2:14][CH2:13][CH2:12]2)[S:8][C:7]=1N)=[O:5])[CH3:2].N(OC(C)(C)C)=O.[Cl-].[NH4+], predict the reaction product. The product is: [CH2:1]([O:3][C:4]([C:6]1[CH:10]=[C:9]([CH:11]2[CH2:16][CH2:15][CH2:14][CH2:13][CH2:12]2)[S:8][CH:7]=1)=[O:5])[CH3:2]. (3) The product is: [ClH:45].[C:39]1([CH:32]([C:33]2[CH:34]=[CH:35][CH:36]=[CH:37][CH:38]=2)[CH2:31][NH:30][C:9]2[N:8]=[C:7]([N:4]3[CH2:5][CH2:6][C@@H:2]([NH:1][C:108]([NH:109][C:110]4[CH:115]=[CH:114][CH:92]=[C:91]([C:88]5[NH:87][N:86]=[N:90][N:89]=5)[CH:111]=4)=[O:107])[CH2:3]3)[N:15]=[C:14]3[C:10]=2[N:11]=[CH:12][N:13]3[C@@H:16]2[CH2:20][C@H:19]([N:21]3[N:25]=[N:24][C:23]([CH2:26][CH3:27])=[N:22]3)[C@@H:18]([OH:28])[C@H:17]2[OH:29])[CH:44]=[CH:43][CH:42]=[CH:41][CH:40]=1. Given the reactants [NH2:1][C@@H:2]1[CH2:6][CH2:5][N:4]([C:7]2[N:15]=[C:14]3[C:10]([N:11]=[CH:12][N:13]3[C@@H:16]3[CH2:20][C@H:19]([N:21]4[N:25]=[N:24][C:23]([CH2:26][CH3:27])=[N:22]4)[C@@H:18]([OH:28])[C@H:17]3[OH:29])=[C:9]([NH:30][CH2:31][CH:32]([C:39]3[CH:44]=[CH:43][CH:42]=[CH:41][CH:40]=3)[C:33]3[CH:38]=[CH:37][CH:36]=[CH:35][CH:34]=3)[N:8]=2)[CH2:3]1.[ClH:45].C1(C(C2C=CC=CC=2)CNC2N=C(N3CC[C@@H](NC(NC4C=NC(OC)=CC=4)=O)C3)N=C3C=2N=CN3[C@@H]2C[C@H]([N:86]3[N:90]=[N:89][C:88]([CH2:91][CH3:92])=[N:87]3)[C@@H](O)[C@H]2O)C=CC=CC=1.C1([O:107][C:108](=O)[NH:109][C:110]2[CH:111]=NC(OC)=[CH:114][CH:115]=2)C=CC=CC=1.N1C(NC2C=CC=CC=2)=NN=N1, predict the reaction product. (4) Given the reactants [CH3:1][N:2]([CH3:13])[C:3]1[CH:8]=[CH:7][C:6]([C:9]([NH:11][NH2:12])=[O:10])=[CH:5][CH:4]=1.[N-:14]=[C:15]=[S:16].[Cl:17][C:18]1[CH:19]=[CH:20][CH:21]=[CH:22][C:23]=1[Cl:24], predict the reaction product. The product is: [CH3:1][N:2]([CH3:13])[C:3]1[CH:4]=[CH:5][C:6]([C:9]([NH:11][NH:12][C:15]([NH:14][C:21]2[CH:20]=[CH:19][C:18]([Cl:17])=[C:23]([Cl:24])[CH:22]=2)=[S:16])=[O:10])=[CH:7][CH:8]=1.